Dataset: Forward reaction prediction with 1.9M reactions from USPTO patents (1976-2016). Task: Predict the product of the given reaction. (1) Given the reactants [C:1]1(=[O:11])[O:6][C:4](=[O:5])[C:3]2=[CH:7][CH:8]=[CH:9][CH:10]=[C:2]12.C([O:16][C:17](=[O:22])[NH:18][CH2:19][CH2:20][NH2:21])(C)(C)C, predict the reaction product. The product is: [C:2]([N:18]([CH2:19][CH2:20][N:21]1[C:1](=[O:11])[C:2]2[C:3](=[CH:7][CH:8]=[CH:9][CH:10]=2)[C:4]1=[O:6])[C:17](=[O:22])[OH:16])([CH3:3])([CH3:10])[CH3:1].[C:1]1(=[O:6])[NH:18][C:4](=[O:5])[C:3]2=[CH:7][CH:8]=[CH:9][CH:10]=[C:2]12. (2) Given the reactants Br[C:2]1[CH:7]=[CH:6][C:5]([C:8]([CH3:12])([CH3:11])[C:9]#[N:10])=[CH:4][C:3]=1[CH3:13].[CH2:14]([Li])CCC.CON(C)[C:22](=[O:24])[CH3:23], predict the reaction product. The product is: [C:22]([C:2]1[CH:7]=[CH:6][C:5]([C:8]([CH3:12])([CH3:11])[C:9]#[N:10])=[CH:4][C:3]=1[CH3:13])(=[O:24])[CH3:23].[C:22]([C:2]1[CH:3]=[CH:4][C:5]([C:8]([CH3:11])([CH3:12])[C:9]#[N:10])=[C:6]([CH3:14])[CH:7]=1)(=[O:24])[CH3:23]. (3) Given the reactants [NH2:1][C:2]1[C:7]([C:8]#[N:9])=[C:6]([C:10]2[CH:15]=[CH:14][C:13]([OH:16])=[CH:12][CH:11]=2)[C:5]([C:17]#[N:18])=[C:4]([S:19][CH2:20][CH2:21][NH2:22])[N:3]=1.[C:23](N1C=CN=C1)(=[O:25])[CH3:24].O, predict the reaction product. The product is: [NH2:1][C:2]1[N:3]=[C:4]([S:19][CH2:20][CH2:21][NH:22][C:23](=[O:25])[CH3:24])[C:5]([C:17]#[N:18])=[C:6]([C:10]2[CH:11]=[CH:12][C:13]([OH:16])=[CH:14][CH:15]=2)[C:7]=1[C:8]#[N:9]. (4) Given the reactants [CH3:1][C:2]1[CH2:11][CH2:10][C@@H:9]2[C@:4]([CH3:14])([CH2:5][CH2:6][CH2:7][C:8]2([CH3:13])[CH3:12])[C:3]=1[C:15]([OH:17])=O.CN(C=O)C.C(Cl)(=O)C(Cl)=O.[CH3:29][O:30][C:31]1[CH:32]=[C:33]([CH:35]=[C:36]([O:38][CH3:39])[CH:37]=1)[NH2:34], predict the reaction product. The product is: [CH3:39][O:38][C:36]1[CH:35]=[C:33]([NH:34][C:15]([C:3]2[C@:4]3([CH3:14])[C@H:9]([C:8]([CH3:13])([CH3:12])[CH2:7][CH2:6][CH2:5]3)[CH2:10][CH2:11][C:2]=2[CH3:1])=[O:17])[CH:32]=[C:31]([O:30][CH3:29])[CH:37]=1. (5) Given the reactants F[B-](F)(F)F.[Br:6][C:7]1[CH:12]=[C:11]([Cl:13])[CH:10]=[CH:9][C:8]=1[N+]#N.[CH3:16][S-:17].[Na+].N#N, predict the reaction product. The product is: [Br:6][C:7]1[CH:12]=[C:11]([Cl:13])[CH:10]=[CH:9][C:8]=1[S:17][CH3:16]. (6) Given the reactants [NH2:1][C@H:2]([CH2:13][O:14][CH3:15])[C:3]([NH:5][CH2:6][C:7]1[CH:12]=[CH:11][CH:10]=[CH:9][CH:8]=1)=[O:4].[C:16](OC(=O)C)(=[O:18])[CH3:17], predict the reaction product. The product is: [CH3:17][C:16]([NH:1][C@@H:2]([C:3]([NH:5][CH2:6][C:7]1[CH:12]=[CH:11][CH:10]=[CH:9][CH:8]=1)=[O:4])[CH2:13][O:14][CH3:15])=[O:18].